Dataset: Forward reaction prediction with 1.9M reactions from USPTO patents (1976-2016). Task: Predict the product of the given reaction. Given the reactants Cl[C:2]1[C:11]([C:12]([OH:14])=[O:13])=[CH:10][C:9]2[C:4](=[CH:5][CH:6]=[C:7]([Cl:15])[CH:8]=2)[N:3]=1.[NH2:16][C@@H:17]([CH2:21][C:22]1[CH:27]=[CH:26][C:25]([O:28][C:29]2[C:34]([Cl:35])=[CH:33][CH:32]=[CH:31][N:30]=2)=[CH:24][CH:23]=1)[C:18]([OH:20])=[O:19], predict the reaction product. The product is: [C:18]([C@@H:17]([NH:16][C:2]1[C:11]([C:12]([OH:14])=[O:13])=[CH:10][C:9]2[C:4](=[CH:5][CH:6]=[C:7]([Cl:15])[CH:8]=2)[N:3]=1)[CH2:21][C:22]1[CH:23]=[CH:24][C:25]([O:28][C:29]2[C:34]([Cl:35])=[CH:33][CH:32]=[CH:31][N:30]=2)=[CH:26][CH:27]=1)([OH:20])=[O:19].